This data is from Full USPTO retrosynthesis dataset with 1.9M reactions from patents (1976-2016). The task is: Predict the reactants needed to synthesize the given product. (1) The reactants are: Cl[C:2]1[N:28](COCC[Si](C)(C)C)[C:5]2=[C:6]3[C:11](=[C:12]4[CH:17]=[C:16]([F:18])[CH:15]=[CH:14][C:13]4=[C:4]2[N:3]=1)[C:10](=[O:19])[N:9](COCC[Si](C)(C)C)[CH:8]=[CH:7]3.[CH:37]1[CH:42]=[N:41][CH:40]=[C:39]([CH2:43][NH2:44])[CH:38]=1. Given the product [F:18][C:16]1[CH:15]=[CH:14][C:13]2=[C:4]3[N:3]=[C:2]([NH:44][CH2:43][C:39]4[CH:40]=[N:41][CH:42]=[CH:37][CH:38]=4)[NH:28][C:5]3=[C:6]3[C:11]([C:10](=[O:19])[NH:9][CH:8]=[CH:7]3)=[C:12]2[CH:17]=1, predict the reactants needed to synthesize it. (2) Given the product [F:20][C:21]([F:26])([F:25])[C:22]([OH:24])=[O:23].[N:1]1([C@@H:6]2[CH2:7][CH2:8][C@H:9]([NH2:12])[CH2:10][CH2:11]2)[CH:5]=[N:4][CH:3]=[N:2]1.[C:22]([OH:24])([C:21]([F:26])([F:25])[F:20])=[O:23], predict the reactants needed to synthesize it. The reactants are: [N:1]1([C@@H:6]2[CH2:11][CH2:10][C@H:9]([NH:12]C(=O)OC(C)(C)C)[CH2:8][CH2:7]2)[CH:5]=[N:4][CH:3]=[N:2]1.[F:20][C:21]([F:26])([F:25])[C:22]([OH:24])=[O:23]. (3) Given the product [C:1]1([C@H:7]2[CH2:11][O:10][C:9](=[O:12])[N:8]2[CH:13]([CH3:18])[C:14]([O:16][CH3:17])=[O:15])[CH:2]=[CH:3][CH:4]=[CH:5][CH:6]=1, predict the reactants needed to synthesize it. The reactants are: [C:1]1([C@H:7]2[CH2:11][O:10][C:9](=[O:12])[N:8]2[CH2:13][C:14]([O:16][CH3:17])=[O:15])[CH:6]=[CH:5][CH:4]=[CH:3][CH:2]=1.[CH3:18][Si]([N-][Si](C)(C)C)(C)C.[Li+].CI. (4) Given the product [Cl:1][C:2]1[CH:10]=[CH:9][C:8]([C:11]2[NH:12][C:13]3[C:18]([CH:19]=2)=[CH:17][CH:16]=[CH:15][CH:14]=3)=[C:7]2[C:3]=1[CH2:4][NH:5][C:6]2=[O:27], predict the reactants needed to synthesize it. The reactants are: [Cl:1][C:2]1[CH:10]=[CH:9][C:8]([C:11]2[N:12](C(OC(C)(C)C)=O)[C:13]3[C:18]([CH:19]=2)=[CH:17][CH:16]=[CH:15][CH:14]=3)=[C:7]2[C:3]=1[CH2:4][NH:5][C:6]2=[O:27].Cl.CO.